From a dataset of Reaction yield outcomes from USPTO patents with 853,638 reactions. Predict the reaction yield, written as a fraction of the theoretical maximum amount of product (1.0 means a 100% yield; for example, 0.34 means a 34% yield). (1) The reactants are [F:1][C:2]1[CH:7]=[C:6]([N+:8]([O-:10])=[O:9])[CH:5]=[CH:4][C:3]=1[N:11]1[CH2:16][CH:15]=[C:14]([O:17][Si](C)(C)C)[CH2:13][CH2:12]1.C(=O)(OC)OCC=C.O. The catalyst is CS(C)=O.CC([O-])=O.CC([O-])=O.[Pd+2]. The product is [F:1][C:2]1[CH:7]=[C:6]([N+:8]([O-:10])=[O:9])[CH:5]=[CH:4][C:3]=1[N:11]1[CH:12]=[CH:13][C:14](=[O:17])[CH2:15][CH2:16]1. The yield is 0.700. (2) The reactants are F[C:2]1[CH:9]=[CH:8][C:5]([CH:6]=[O:7])=[C:4]([N+:10]([O-:12])=[O:11])[CH:3]=1.[CH3:13][O:14][CH:15](O)[CH3:16].CS(C)=[O:20]. The catalyst is O. The product is [CH3:13][O:14][CH2:15][CH2:16][O:20][C:2]1[CH:9]=[CH:8][C:5]([CH:6]=[O:7])=[C:4]([N+:10]([O-:12])=[O:11])[CH:3]=1. The yield is 0.100. (3) The reactants are [O:1]1[CH2:6][CH2:5][CH:4]([C:7]2[C:8]([O:13][CH:14]3[CH2:19][CH2:18][N:17](C(OC(C)(C)C)=O)[CH2:16][CH2:15]3)=[N:9][CH:10]=[CH:11][CH:12]=2)[CH2:3][CH2:2]1.[ClH:27]. The catalyst is CO. The product is [ClH:27].[NH:17]1[CH2:18][CH2:19][CH:14]([O:13][C:8]2[C:7]([CH:4]3[CH2:5][CH2:6][O:1][CH2:2][CH2:3]3)=[CH:12][CH:11]=[CH:10][N:9]=2)[CH2:15][CH2:16]1. The yield is 0.950. (4) The reactants are [Cl:1][C:2]1[N:3]=[C:4]([C:9]([NH:11][C@H:12]2[CH2:17][CH2:16][N:15]([C:18]3[S:19][C:20]([C:24](O)=[O:25])=[C:21]([CH3:23])[N:22]=3)[CH2:14][C@H:13]2[O:27][CH3:28])=[O:10])[NH:5][C:6]=1[CH2:7][CH3:8].[NH2:29][CH:30]1[CH2:35][CH2:34][N:33]([C:36]([O:38][C:39]([CH3:42])([CH3:41])[CH3:40])=[O:37])[CH2:32][CH2:31]1.CCN=C=NCCCN(C)C.Cl.C1C=CC2N(O)N=NC=2C=1.C(N(C(C)C)CC)(C)C. The catalyst is CC(N(C)C)=O.ClCCl. The product is [Cl:1][C:2]1[N:3]=[C:4]([C:9]([NH:11][C@H:12]2[CH2:17][CH2:16][N:15]([C:18]3[S:19][C:20]([C:24]([NH:29][CH:30]4[CH2:31][CH2:32][N:33]([C:36]([O:38][C:39]([CH3:42])([CH3:41])[CH3:40])=[O:37])[CH2:34][CH2:35]4)=[O:25])=[C:21]([CH3:23])[N:22]=3)[CH2:14][C@H:13]2[O:27][CH3:28])=[O:10])[NH:5][C:6]=1[CH2:7][CH3:8]. The yield is 0.870. (5) The catalyst is C(Cl)Cl. The yield is 0.730. The reactants are [NH2:1][C:2]1[CH:19]=[CH:18][CH:17]=[CH:16][C:3]=1[O:4][C:5]1[CH:14]=[CH:13][C:12]([F:15])=[CH:11][C:6]=1[C:7](OC)=[O:8].C[Al](C)C.C1(C)C=CC=CC=1.O. The product is [F:15][C:12]1[CH:13]=[CH:14][C:5]2[O:4][C:3]3[CH:16]=[CH:17][CH:18]=[CH:19][C:2]=3[NH:1][C:7](=[O:8])[C:6]=2[CH:11]=1. (6) The product is [CH2:13]([N:20]1[C:25](=[O:26])[C:24]([O:27][CH3:28])=[C:23]([C:4]2[CH:5]=[CH:6][C:7]([S:8][CH3:9])=[C:2]([F:1])[CH:3]=2)[CH:22]=[N:21]1)[C:14]1[CH:15]=[CH:16][CH:17]=[CH:18][CH:19]=1. No catalyst specified. The reactants are [F:1][C:2]1[CH:3]=[C:4](B(O)O)[CH:5]=[CH:6][C:7]=1[S:8][CH3:9].[CH2:13]([N:20]1[C:25](=[O:26])[C:24]([O:27][CH3:28])=[C:23](Br)[CH:22]=[N:21]1)[C:14]1[CH:19]=[CH:18][CH:17]=[CH:16][CH:15]=1. The yield is 0.910. (7) The reactants are [CH2:1]([CH2:3][NH2:4])[OH:2].[C:5]1(=O)[O:11][C:9](=[O:10])[CH2:8][O:7][CH2:6]1. The catalyst is N1C=CC=CC=1. The product is [OH:2][CH2:1][CH2:3][N:4]1[C:9](=[O:10])[CH2:8][O:7][CH2:6][C:5]1=[O:11]. The yield is 0.125. (8) The reactants are [N+:1]([C:4]1[CH:9]=[CH:8][C:7]([CH2:10][CH:11]([OH:13])[CH3:12])=[CH:6][CH:5]=1)([O-:3])=[O:2].[C:14](O[C:14](=[O:17])[CH2:15][CH3:16])(=[O:17])[CH2:15][CH3:16]. The catalyst is C1C=CC=CC=1. The product is [C:14]([O:13][C@H:11]([CH3:12])[CH2:10][C:7]1[CH:6]=[CH:5][C:4]([N+:1]([O-:3])=[O:2])=[CH:9][CH:8]=1)(=[O:17])[CH2:15][CH3:16].[N+:1]([C:4]1[CH:5]=[CH:6][C:7]([CH2:10][C@@H:11]([OH:13])[CH3:12])=[CH:8][CH:9]=1)([O-:3])=[O:2]. The yield is 0.580. (9) The reactants are [C:1]1([CH2:7][NH2:8])[CH:6]=[CH:5][CH:4]=[CH:3][CH:2]=1.N([C@:12]1([C:21](OC)=O)[C:20]2[C:15](=CC=C[CH:19]=2)CC1)=C=O.[BH4-].[Na+]. The catalyst is CO.O.C([O-])(C)C.C([O-])(C)C.C([O-])(C)C.C([O-])(C)C.[Ti+4]. The product is [CH2:7]([NH:8][CH:12]([CH:20]1[CH2:19][CH2:15]1)[CH3:21])[C:1]1[CH:6]=[CH:5][CH:4]=[CH:3][CH:2]=1. The yield is 0.660. (10) The reactants are [C:1]([NH:5][C:6]1[C:7]([NH:26]CC2C=CC(OC)=CC=2OC)=[N:8][C:9]2[C:14]([N:15]=1)=[C:13]([C:16]1[NH:24][C:23]3[CH2:22][CH2:21][NH:20][C:19](=[O:25])[C:18]=3[CH:17]=1)[CH:12]=[CH:11][CH:10]=2)([CH3:4])([CH3:3])[CH3:2].C(O)(C(F)(F)F)=O. The catalyst is C(Cl)Cl. The product is [NH2:26][C:7]1[C:6]([NH:5][C:1]([CH3:4])([CH3:3])[CH3:2])=[N:15][C:14]2[C:9](=[CH:10][CH:11]=[CH:12][C:13]=2[C:16]2[NH:24][C:23]3[CH2:22][CH2:21][NH:20][C:19](=[O:25])[C:18]=3[CH:17]=2)[N:8]=1. The yield is 0.230.